This data is from Catalyst prediction with 721,799 reactions and 888 catalyst types from USPTO. The task is: Predict which catalyst facilitates the given reaction. (1) Reactant: [CH:1]1([NH:4][C:5]([C:7]2[CH:8]=[C:9]([F:31])[C:10]([CH3:30])=[C:11]([C:13]3[C:14]([C:27](O)=[O:28])=[CH:15][C:16]([C:19]([NH:21][CH2:22][C:23]([CH3:26])([CH3:25])[CH3:24])=[O:20])=[CH:17][CH:18]=3)[CH:12]=2)=[O:6])[CH2:3][CH2:2]1.C[N:33](C(ON1N=NC2C=CC=CC1=2)=[N+](C)C)C.F[P-](F)(F)(F)(F)F.CCN(CC)CC.N. Product: [CH:1]1([NH:4][C:5]([C:7]2[CH:12]=[C:11]([C:13]3[C:14]([C:27]([NH2:33])=[O:28])=[CH:15][C:16]([C:19]([NH:21][CH2:22][C:23]([CH3:25])([CH3:26])[CH3:24])=[O:20])=[CH:17][CH:18]=3)[C:10]([CH3:30])=[C:9]([F:31])[CH:8]=2)=[O:6])[CH2:3][CH2:2]1. The catalyst class is: 3. (2) Reactant: O[O:2][S:3]([O-:5])=O.[K+].[OH:7][C:8]1[C:13]([N+:14]([O-:16])=[O:15])=[CH:12][CH:11]=[CH:10][C:9]=1[C:17](=[O:28])/[CH:18]=[CH:19]/[C:20]1[CH:25]=[CH:24][CH:23]=[CH:22][C:21]=1SC.[CH2:29]1COCC1.CO. Product: [OH:7][C:8]1[C:13]([N+:14]([O-:16])=[O:15])=[CH:12][CH:11]=[CH:10][C:9]=1[C:17](=[O:28])/[CH:18]=[CH:19]/[C:20]1[CH:21]=[CH:22][CH:23]=[CH:24][C:25]=1[S:3]([CH3:29])(=[O:5])=[O:2]. The catalyst class is: 6. (3) The catalyst class is: 36. Product: [CH3:21][N:17]1[C:18]2[C:14](=[CH:13][C:12]([C:9]3[CH:10]=[CH:11][C:6]([O:5][CH2:4][C:3]([OH:33])=[O:2])=[CH:7][CH:8]=3)=[CH:20][CH:19]=2)[C:15]([CH2:28][CH2:29][CH2:30][CH2:31][CH3:32])=[C:16]1[C:22]1[CH:23]=[CH:24][CH:25]=[CH:26][CH:27]=1. Reactant: C[O:2][C:3](=[O:33])[CH2:4][O:5][C:6]1[CH:11]=[CH:10][C:9]([C:12]2[CH:13]=[C:14]3[C:18](=[CH:19][CH:20]=2)[N:17]([CH3:21])[C:16]([C:22]2[CH:27]=[CH:26][CH:25]=[CH:24][CH:23]=2)=[C:15]3[CH2:28][CH2:29][CH2:30][CH2:31][CH3:32])=[CH:8][CH:7]=1.[OH-].[K+]. (4) Reactant: ClC1C=CC(NC([C:11]2[S:19][C:18]3[CH2:17][CH:16]([C:20]([OH:22])=O)[NH:15][CH2:14][C:13]=3[CH:12]=2)=O)=CC=1.[CH3:23][N:24]1[CH2:28][CH2:27][N:26]=[C:25]1[C:29]1[CH:34]=[CH:33][C:32]([NH2:35])=[CH:31][CH:30]=1.[CH2:36]([Cl:39])[CH2:37]Cl.[OH2:40]. Product: [CH3:23][N:24]1[CH2:28][CH2:27][N:26]=[C:25]1[C:29]1[CH:34]=[CH:33][C:32]([NH:35][C:20]([CH:16]2[N:15]([C:14]([NH:15][C:16]3[CH:20]=[CH:37][C:36]([Cl:39])=[CH:18][CH:17]=3)=[O:40])[CH2:14][C:13]3[CH:12]=[CH:11][S:19][C:18]=3[CH2:17]2)=[O:22])=[CH:31][CH:30]=1. The catalyst class is: 3.